From a dataset of Catalyst prediction with 721,799 reactions and 888 catalyst types from USPTO. Predict which catalyst facilitates the given reaction. (1) Reactant: [C:1]([NH:5][S:6]([C:9]1[CH:14]=[CH:13][C:12]([N:15]2[C:19]([CH2:20][CH:21]3[CH2:26][CH2:25][CH2:24][CH2:23][CH2:22]3)=[C:18]([CH3:27])[C:17]([C:28]([NH:30][CH2:31][CH2:32][C:33]([CH3:39])([CH3:38])[C:34]([O:36]C)=[O:35])=[O:29])=[CH:16]2)=[CH:11][C:10]=1[C:40]([F:43])([F:42])[F:41])(=[O:8])=[O:7])([CH3:4])([CH3:3])[CH3:2].O[Li].O. Product: [C:1]([NH:5][S:6]([C:9]1[CH:14]=[CH:13][C:12]([N:15]2[C:19]([CH2:20][CH:21]3[CH2:26][CH2:25][CH2:24][CH2:23][CH2:22]3)=[C:18]([CH3:27])[C:17]([C:28]([NH:30][CH2:31][CH2:32][C:33]([CH3:38])([CH3:39])[C:34]([OH:36])=[O:35])=[O:29])=[CH:16]2)=[CH:11][C:10]=1[C:40]([F:42])([F:43])[F:41])(=[O:8])=[O:7])([CH3:2])([CH3:3])[CH3:4]. The catalyst class is: 24. (2) Reactant: [CH2:1]([C:8]1[N:9]=[CH:10][C:11]2[CH2:17][CH2:16][NH:15][CH2:14][CH2:13][C:12]=2[N:18]=1)[C:2]1[CH:7]=[CH:6][CH:5]=[CH:4][CH:3]=1.[ClH:19]. Product: [ClH:19].[CH2:1]([C:8]1[N:9]=[CH:10][C:11]2[CH2:17][CH2:16][NH:15][CH2:14][CH2:13][C:12]=2[N:18]=1)[C:2]1[CH:3]=[CH:4][CH:5]=[CH:6][CH:7]=1. The catalyst class is: 12.